From a dataset of Full USPTO retrosynthesis dataset with 1.9M reactions from patents (1976-2016). Predict the reactants needed to synthesize the given product. (1) Given the product [C:26]1([C:11]2[CH:12]=[C:13]([C:16]([O:18][CH3:19])=[O:17])[CH:14]=[CH:15][C:10]=2[C:3]2[CH:4]=[C:5]([O:8][CH3:9])[CH:6]=[CH:7][C:2]=2[F:1])[CH2:27][CH2:28][CH2:29][CH2:30][CH2:31][CH2:32][CH:33]=1, predict the reactants needed to synthesize it. The reactants are: [F:1][C:2]1[CH:7]=[CH:6][C:5]([O:8][CH3:9])=[CH:4][C:3]=1[C:10]1[CH:15]=[CH:14][C:13]([C:16]([O:18][CH3:19])=[O:17])=[CH:12][C:11]=1I.CN(C=O)C.[C:26]1(B2OC(C)(C)C(C)(C)O2)=[CH:27][CH2:28][CH2:29][CH2:30][CH2:31][CH2:32][CH2:33]1.C(=O)([O-])[O-].[K+].[K+]. (2) Given the product [F:1][C:2]1[C:3]([C:34]2[O:35][CH:36]=[CH:37][N:38]=2)=[C:4]([C:8]([N:10]2[C@@H:14]3[CH2:15][CH2:16][C@H:11]2[C@H:12]([NH:17][C:18]2[N:23]=[CH:22][C:21]([C:24]([F:27])([F:26])[F:25])=[CH:20][N:19]=2)[CH2:13]3)=[O:9])[CH:5]=[CH:6][CH:7]=1, predict the reactants needed to synthesize it. The reactants are: [F:1][C:2]1[C:3](I)=[C:4]([C:8]([N:10]2[C@@H:14]3[CH2:15][CH2:16][C@H:11]2[C@H:12]([NH:17][C:18]2[N:23]=[CH:22][C:21]([C:24]([F:27])([F:26])[F:25])=[CH:20][N:19]=2)[CH2:13]3)=[O:9])[CH:5]=[CH:6][CH:7]=1.C([Sn](CCCC)(CCCC)[C:34]1[O:35][CH:36]=[CH:37][N:38]=1)CCC. (3) Given the product [Cl:63][C:60]1[CH:59]=[CH:58][C:57]([C@H:53]([C:54]([N:40]2[CH2:41][CH2:42][N:37]([C:35]3[C:36]4[CH:28]([CH3:27])[CH2:29][CH2:30][C:31]=4[N:32]=[CH:33][N:34]=3)[CH2:38][CH2:39]2)=[O:55])[CH2:52][C:51]([NH:50][C:48](=[O:49])[O:47][C:43]([CH3:45])([CH3:44])[CH3:46])([CH3:65])[CH3:64])=[CH:62][CH:61]=1, predict the reactants needed to synthesize it. The reactants are: CN(C(ON1N=NC2C=CC=CC1=2)=[N+](C)C)C.F[P-](F)(F)(F)(F)F.Cl.Cl.[CH3:27][C@H:28]1[C:36]2[C:35]([N:37]3[CH2:42][CH2:41][NH:40][CH2:39][CH2:38]3)=[N:34][CH:33]=[N:32][C:31]=2[CH2:30][CH2:29]1.[C:43]([O:47][C:48]([NH:50][C:51]([CH3:65])([CH3:64])[CH2:52][CH:53]([C:57]1[CH:62]=[CH:61][C:60]([Cl:63])=[CH:59][CH:58]=1)[C:54](O)=[O:55])=[O:49])([CH3:46])([CH3:45])[CH3:44].CCN(C(C)C)C(C)C. (4) Given the product [F:2][C:3]1[CH:4]=[CH:5][C:6]([C:9]2[C:13]3[N:14]=[CH:15][N:16]([CH2:19][C:20]4([OH:26])[CH2:25][CH2:24][N:23]([C:33](=[O:34])[C:32]5[CH:36]=[CH:37][C:29]([O:28][CH3:27])=[CH:30][CH:31]=5)[CH2:22][CH2:21]4)[C:17](=[O:18])[C:12]=3[S:11][CH:10]=2)=[CH:7][CH:8]=1, predict the reactants needed to synthesize it. The reactants are: Cl.[F:2][C:3]1[CH:8]=[CH:7][C:6]([C:9]2[C:13]3[N:14]=[CH:15][N:16]([CH2:19][C:20]4([OH:26])[CH2:25][CH2:24][NH:23][CH2:22][CH2:21]4)[C:17](=[O:18])[C:12]=3[S:11][CH:10]=2)=[CH:5][CH:4]=1.[CH3:27][O:28][C:29]1[CH:37]=[CH:36][C:32]([C:33](O)=[O:34])=[CH:31][CH:30]=1.CN(C(ON1N=NC2C=CC=NC1=2)=[N+](C)C)C.F[P-](F)(F)(F)(F)F.C(N(CC)CC)C. (5) Given the product [F:14][C:15]1[CH:23]=[C:22]2[C:18]([C:19]([C:2]3[CH:3]=[CH:4][C:5]4[S:9](=[O:11])(=[O:10])[NH:8][CH:7]([CH3:12])[C:6]=4[CH:13]=3)=[CH:20][N:21]2[C:24]([O:26][C:27]([CH3:30])([CH3:29])[CH3:28])=[O:25])=[CH:17][CH:16]=1, predict the reactants needed to synthesize it. The reactants are: Br[C:2]1[CH:3]=[CH:4][C:5]2[S:9](=[O:11])(=[O:10])[NH:8][CH:7]([CH3:12])[C:6]=2[CH:13]=1.[F:14][C:15]1[CH:23]=[C:22]2[C:18]([C:19](B3OC(C)(C)C(C)(C)O3)=[CH:20][N:21]2[C:24]([O:26][C:27]([CH3:30])([CH3:29])[CH3:28])=[O:25])=[CH:17][CH:16]=1.[O-]P([O-])([O-])=O.[K+].[K+].[K+]. (6) Given the product [CH2:1]([O:3][C:4]([CH:6]1[CH2:11][CH2:10][N:9]([C:12]2[CH:17]=[CH:16][C:15]([C:18](=[O:28])[NH:19][C:20]3[CH:21]=[C:22]([C:31]4[CH:32]=[CH:33][CH:34]=[CH:35][C:30]=4[F:29])[C:23]([CH3:26])=[CH:24][CH:25]=3)=[CH:14][N:13]=2)[CH2:8][CH2:7]1)=[O:5])[CH3:2], predict the reactants needed to synthesize it. The reactants are: [CH2:1]([O:3][C:4]([CH:6]1[CH2:11][CH2:10][N:9]([C:12]2[CH:17]=[CH:16][C:15]([C:18](=[O:28])[NH:19][C:20]3[CH:25]=[CH:24][C:23]([CH3:26])=[C:22](I)[CH:21]=3)=[CH:14][N:13]=2)[CH2:8][CH2:7]1)=[O:5])[CH3:2].[F:29][C:30]1[CH:35]=[CH:34][CH:33]=[CH:32][C:31]=1B(O)O.C(OC(C1CCN(C2C=CC(C(=O)NC3C=CC(C4C=CC=CC=4)=C(C)C=3)=CN=2)CC1)=O)C. (7) Given the product [CH2:1]([O:3][C:4](=[O:28])[C:5]([C:8]1[CH:9]=[C:10]([C:16]2[CH:21]=[CH:20][C:19]([C:22]([F:23])([F:25])[F:24])=[CH:18][C:17]=2[CH2:26][NH:31][CH2:29][CH3:30])[C:11]([O:14][CH3:15])=[CH:12][CH:13]=1)([CH3:7])[CH3:6])[CH3:2], predict the reactants needed to synthesize it. The reactants are: [CH2:1]([O:3][C:4](=[O:28])[C:5]([C:8]1[CH:9]=[C:10]([C:16]2[CH:21]=[CH:20][C:19]([C:22]([F:25])([F:24])[F:23])=[CH:18][C:17]=2[CH:26]=O)[C:11]([O:14][CH3:15])=[CH:12][CH:13]=1)([CH3:7])[CH3:6])[CH3:2].[CH2:29]([NH2:31])[CH3:30]. (8) Given the product [CH2:1]([O:8][C@@H:9]1[C@@H:15]([O:16][CH2:17][C:18]2[CH:23]=[CH:22][CH:21]=[CH:20][CH:19]=2)[C@H:14]([O:24][CH2:25][C:26]2[CH:31]=[CH:30][CH:29]=[CH:28][CH:27]=2)[C@@H:13]([CH2:32][O:33][CH2:34][C:35]2[CH:40]=[CH:39][CH:38]=[CH:37][CH:36]=2)[O:12][C@@H:10]1[Br:49])[C:2]1[CH:7]=[CH:6][CH:5]=[CH:4][CH:3]=1, predict the reactants needed to synthesize it. The reactants are: [CH2:1]([O:8][C@@H:9]1[C@@H:15]([O:16][CH2:17][C:18]2[CH:23]=[CH:22][CH:21]=[CH:20][CH:19]=2)[C@H:14]([O:24][CH2:25][C:26]2[CH:31]=[CH:30][CH:29]=[CH:28][CH:27]=2)[C@@H:13]([CH2:32][O:33][CH2:34][C:35]2[CH:40]=[CH:39][CH:38]=[CH:37][CH:36]=2)[O:12][CH:10]1O)[C:2]1[CH:7]=[CH:6][CH:5]=[CH:4][CH:3]=1.CN(C=O)C.C(Br)(=O)C([Br:49])=O.C(OCC)(=O)C.